Dataset: Acute oral toxicity (LD50) regression data from Zhu et al.. Task: Regression/Classification. Given a drug SMILES string, predict its toxicity properties. Task type varies by dataset: regression for continuous values (e.g., LD50, hERG inhibition percentage) or binary classification for toxic/non-toxic outcomes (e.g., AMES mutagenicity, cardiotoxicity, hepatotoxicity). Dataset: ld50_zhu. (1) The drug is CCCCCCCCCCOC(=O)c1ccccc1C(=O)OCCCCCCCC. The rat oral LD50 is 0.969, given as -log10 of the dose in mol/kg body weight (higher means more acutely toxic). (2) The rat oral LD50 is 4.43, given as -log10 of the dose in mol/kg body weight (higher means more acutely toxic). The compound is NC(Cc1ccc(N(CCCl)CCCl)cc1)C(=O)O. (3) The compound is CCOP(=S)(OCC)Oc1cc(C)n(CC)c(=O)c1. The rat oral LD50 is 1.64, given as -log10 of the dose in mol/kg body weight (higher means more acutely toxic).